This data is from Full USPTO retrosynthesis dataset with 1.9M reactions from patents (1976-2016). The task is: Predict the reactants needed to synthesize the given product. Given the product [CH:42]1([NH:41][C:19]2[N:18]=[C:17]3[CH2:16][NH:15][CH2:24][CH2:23][C:22]3=[N:21][C:20]=2[N:25]2[CH2:30][CH2:29][CH:28]([O:31][C:32]3[CH:37]=[CH:36][C:35]([O:38][CH3:39])=[CH:34][C:33]=3[F:40])[CH2:27][CH2:26]2)[CH2:43][CH2:44][CH2:45]1.[C:2]([OH:3])([C:4]([F:7])([F:6])[F:5])=[O:1], predict the reactants needed to synthesize it. The reactants are: [OH:1][C:2]([C:4]([F:7])([F:6])[F:5])=[O:3].C([N:15]1[CH2:24][CH2:23][C:22]2[C:17](=[N:18][C:19]([NH:41][CH:42]3[CH2:45][CH2:44][CH2:43]3)=[C:20]([N:25]3[CH2:30][CH2:29][CH:28]([O:31][C:32]4[CH:37]=[CH:36][C:35]([O:38][CH3:39])=[CH:34][C:33]=4[F:40])[CH2:27][CH2:26]3)[N:21]=2)[CH2:16]1)C1C=CC=CC=1.